This data is from NCI-60 drug combinations with 297,098 pairs across 59 cell lines. The task is: Regression. Given two drug SMILES strings and cell line genomic features, predict the synergy score measuring deviation from expected non-interaction effect. Drug 1: C1=CC(=CC=C1C#N)C(C2=CC=C(C=C2)C#N)N3C=NC=N3. Drug 2: C1CNP(=O)(OC1)N(CCCl)CCCl. Cell line: OVCAR-5. Synergy scores: CSS=0.775, Synergy_ZIP=-0.474, Synergy_Bliss=0.517, Synergy_Loewe=-1.07, Synergy_HSA=-0.986.